This data is from Full USPTO retrosynthesis dataset with 1.9M reactions from patents (1976-2016). The task is: Predict the reactants needed to synthesize the given product. (1) Given the product [F:8][C:9]1[C:14]([F:15])=[CH:13][CH:12]=[CH:11][C:10]=1[C@H:16]1[CH2:22][N:21]2[C:23]([CH2:26][C:27]([F:30])([F:28])[F:29])=[N:24][N:25]=[C:20]2[C@H:19]([NH:31][C:32]([N:44]2[CH2:45][CH2:46][CH:47]([N:50]3[CH2:59][C:58]4[C:53](=[CH:54][CH:55]=[CH:56][CH:57]=4)[NH:52][C:51]3=[O:60])[CH2:48][CH2:49]2)=[O:33])[CH2:18][CH2:17]1, predict the reactants needed to synthesize it. The reactants are: C(N(CC)CC)C.[F:8][C:9]1[C:14]([F:15])=[CH:13][CH:12]=[CH:11][C:10]=1[C@H:16]1[CH2:22][N:21]2[C:23]([CH2:26][C:27]([F:30])([F:29])[F:28])=[N:24][N:25]=[C:20]2[C@H:19]([NH2:31])[CH2:18][CH2:17]1.[C:32](N1C=CN=C1)(N1C=CN=C1)=[O:33].[NH:44]1[CH2:49][CH2:48][CH:47]([N:50]2[CH2:59][C:58]3[C:53](=[CH:54][CH:55]=[CH:56][CH:57]=3)[NH:52][C:51]2=[O:60])[CH2:46][CH2:45]1. (2) Given the product [ClH:5].[Cl:5][C:6]1[CH:11]=[CH:10][C:9]([C@@H:12]2[O:18][CH2:17][CH2:16][NH:15][CH2:14][C@H:13]2[CH2:26][N:27]2[CH:32]=[CH:31][CH:30]=[C:29]([C:33]3[NH:37][C:36](=[O:38])[O:35][N:34]=3)[C:28]2=[O:39])=[CH:8][C:7]=1[F:40], predict the reactants needed to synthesize it. The reactants are: Cl.C(O)C.[Cl:5][C:6]1[CH:11]=[CH:10][C:9]([C@@H:12]2[O:18][CH2:17][CH2:16][N:15](C(OC(C)(C)C)=O)[CH2:14][C@H:13]2[CH2:26][N:27]2[CH:32]=[CH:31][CH:30]=[C:29]([C:33]3[NH:37][C:36](=[O:38])[O:35][N:34]=3)[C:28]2=[O:39])=[CH:8][C:7]=1[F:40].